From a dataset of CYP2C19 inhibition data for predicting drug metabolism from PubChem BioAssay. Regression/Classification. Given a drug SMILES string, predict its absorption, distribution, metabolism, or excretion properties. Task type varies by dataset: regression for continuous measurements (e.g., permeability, clearance, half-life) or binary classification for categorical outcomes (e.g., BBB penetration, CYP inhibition). Dataset: cyp2c19_veith. (1) The drug is CC(C)(C)NC[C@H](O)COc1cccc2c1C[C@@H](O)[C@@H](O)C2. The result is 0 (non-inhibitor). (2) The drug is CC1(C)OCC([C@H](O)C2=CCCCC2=O)CO1. The result is 0 (non-inhibitor). (3) The molecule is CC1(C)CC(=O)C([C@H]2C3=C(CC(C)(C)CC3=O)Oc3ccccc32)C(=O)C1. The result is 1 (inhibitor).